Predict the product of the given reaction. From a dataset of Forward reaction prediction with 1.9M reactions from USPTO patents (1976-2016). Given the reactants C(O[C:4]([CH:6]1[C:14](=[O:15])[C:13]2[CH:12]=[N:11][CH:10]=[CH:9][C:8]=2[C:7]1=[O:16])=[O:5])C.[CH3:17][O:18][C:19]1[CH:24]=[CH:23][CH:22]=[C:21]([NH2:25])[CH:20]=1.C(O)(=O)C, predict the reaction product. The product is: [CH3:17][O:18][C:19]1[CH:20]=[C:21]([NH:25][C:4]([CH:6]2[C:14](=[O:15])[C:13]3[CH:12]=[N:11][CH:10]=[CH:9][C:8]=3[C:7]2=[O:16])=[O:5])[CH:22]=[CH:23][CH:24]=1.